This data is from Forward reaction prediction with 1.9M reactions from USPTO patents (1976-2016). The task is: Predict the product of the given reaction. (1) Given the reactants [Cl:1][C:2]1[CH:7]=[CH:6][C:5]([OH:8])=[CH:4][C:3]=1[N+:9]([O-:11])=[O:10].Br[CH:13]([C:15]1[CH:20]=[CH:19][CH:18]=[CH:17][CH:16]=1)[CH3:14].C(=O)([O-])[O-].[Na+].[Na+], predict the reaction product. The product is: [Cl:1][C:2]1[CH:7]=[CH:6][C:5]([O:8][CH:13]([C:15]2[CH:20]=[CH:19][CH:18]=[CH:17][CH:16]=2)[CH3:14])=[CH:4][C:3]=1[N+:9]([O-:11])=[O:10]. (2) Given the reactants [O:1]=[C:2]1[CH2:13][CH2:12][CH:11]=[CH:10][CH2:9][C@@H:8]([NH:14][C:15](=[O:17])[CH3:16])[C:7](=[O:18])[O:6][CH2:5][C@@H:4]([C:19]2[CH:24]=[CH:23][CH:22]=[CH:21][CH:20]=2)[NH:3]1, predict the reaction product. The product is: [O:1]=[C:2]1[CH2:13][CH2:12][CH2:11][CH2:10][CH2:9][C@@H:8]([NH:14][C:15](=[O:17])[CH3:16])[C:7](=[O:18])[O:6][CH2:5][C@@H:4]([C:19]2[CH:20]=[CH:21][CH:22]=[CH:23][CH:24]=2)[NH:3]1. (3) The product is: [C:20]([O:19][P:1]([O:3][CH2:4][C:5]([NH:13][C:40]([C:39]1[CH:43]=[CH:44][C:45]([S:46][C:47]2[CH:48]=[CH:49][C:50]([NH:53][C:54](=[O:55])[O:56][CH3:57])=[CH:51][CH:52]=2)=[C:37]([NH:36][C:35]2[C:30]3[CH:29]=[CH:28][C:27]([CH:24]([CH3:26])[CH3:25])=[N:58][C:31]=3[N:32]=[CH:33][N:34]=2)[CH:38]=1)=[O:41])([C:7]1[CH:12]=[CH:11][CH:10]=[CH:9][CH:8]=1)[CH3:6])([O:14][C:15]([CH3:16])([CH3:18])[CH3:17])=[O:2])([CH3:23])([CH3:22])[CH3:21]. Given the reactants [P:1]([O:19][C:20]([CH3:23])([CH3:22])[CH3:21])([O:14][C:15]([CH3:18])([CH3:17])[CH3:16])([O:3][CH2:4][C:5]([NH2:13])([C:7]1[CH:12]=[CH:11][CH:10]=[CH:9][CH:8]=1)[CH3:6])=[O:2].[CH:24]([C:27]1[CH:28]=[CH:29][C:30]2[C:35]([NH:36][C:37]3[CH:38]=[C:39]([CH:43]=[CH:44][C:45]=3[S:46][C:47]3[CH:52]=[CH:51][C:50]([NH:53][C:54]([O:56][CH3:57])=[O:55])=[CH:49][CH:48]=3)[C:40](O)=[O:41])=[N:34][CH:33]=[N:32][C:31]=2[N:58]=1)([CH3:26])[CH3:25], predict the reaction product. (4) Given the reactants C[O:2][C:3](=[O:24])[C:4]1[CH:9]=[CH:8][CH:7]=[C:6]([NH:10][C:11]([C:13]2[N:14]=[CH:15][C:16]3[C:21]([CH:22]=2)=[CH:20][CH:19]=[CH:18][CH:17]=3)=O)[C:5]=1[NH2:23].C([O-])(C)=O.[NH4+], predict the reaction product. The product is: [CH:15]1[C:16]2[C:21](=[CH:20][CH:19]=[CH:18][CH:17]=2)[CH:22]=[C:13]([C:11]2[NH:10][C:6]3[CH:7]=[CH:8][CH:9]=[C:4]([C:3]([OH:2])=[O:24])[C:5]=3[N:23]=2)[N:14]=1. (5) The product is: [CH:38]1([C:32]2[CH:31]=[C:30]([CH:35]=[CH:34][C:33]=2[O:36][CH3:37])[CH2:29][C@H:25]2[O:26][CH2:27][CH2:28][NH:23][CH2:24]2)[CH2:39][CH2:1]1. Given the reactants [CH2:1]([Zn]CC)C.FC(F)(F)C(O)=O.ICI.C(OC([N:23]1[CH2:28][CH2:27][O:26][C@H:25]([CH2:29][C:30]2[CH:35]=[CH:34][C:33]([O:36][CH3:37])=[C:32]([CH:38]=[CH2:39])[CH:31]=2)[CH2:24]1)=O)(C)(C)C, predict the reaction product. (6) Given the reactants [O:1]=[C:2]1[CH2:10][C:9]2[C:4](=[CH:5][CH:6]=[C:7]([C:11]([OH:13])=[O:12])[CH:8]=2)[NH:3]1.[N:14]1([CH2:19][CH2:20][O:21][C:22]2[CH:23]=[C:24]3[C:28](=[CH:29][CH:30]=2)[NH:27][C:26]([CH:31]=O)=[CH:25]3)[CH2:18][CH2:17][CH2:16][CH2:15]1, predict the reaction product. The product is: [O:1]=[C:2]1[C:10](=[CH:31][C:26]2[NH:27][C:28]3[C:24]([CH:25]=2)=[CH:23][C:22]([O:21][CH2:20][CH2:19][N:14]2[CH2:18][CH2:17][CH2:16][CH2:15]2)=[CH:30][CH:29]=3)[C:9]2[C:4](=[CH:5][CH:6]=[C:7]([C:11]([OH:13])=[O:12])[CH:8]=2)[NH:3]1.